Dataset: Catalyst prediction with 721,799 reactions and 888 catalyst types from USPTO. Task: Predict which catalyst facilitates the given reaction. (1) Reactant: [Br:1][C:2]1[CH:7]=[C:6]([F:8])[C:5]([O:9][CH2:10][CH2:11][CH2:12]SC)=[CH:4][C:3]=1[F:15].[S:16]([O-:21])(O[O-])(=O)=[O:17].[K+].[K+].O1CCC[CH2:25]1. Product: [Br:1][C:2]1[CH:7]=[C:6]([F:8])[C:5]([O:9][CH2:10][CH2:11][CH2:12][S:16]([CH3:25])(=[O:21])=[O:17])=[CH:4][C:3]=1[F:15]. The catalyst class is: 6. (2) Product: [CH:16]([O:19][C:20]([C:22]1[C:27]([CH2:28][N:29]([S:35]([C:38]2[CH:43]=[CH:42][CH:41]=[CH:40][CH:39]=2)(=[O:37])=[O:36])[CH2:30][C:31]([O:33][CH3:34])=[O:32])=[CH:26][CH:25]=[C:24]([CH3:1])[N:23]=1)=[O:21])([CH3:18])[CH3:17]. The catalyst class is: 1. Reactant: [CH3:1]OC(C1C(O)=C2C(C=CC=N2)=CN=1)=O.[CH:16]([O:19][C:20]([C:22]1[C:27]([CH2:28][N:29]([S:35]([C:38]2[CH:43]=[CH:42][CH:41]=[CH:40][CH:39]=2)(=[O:37])=[O:36])[CH2:30][C:31]([O:33][CH3:34])=[O:32])=[CH:26][CH:25]=[CH:24][N:23]=1)=[O:21])([CH3:18])[CH3:17].N(C(OC(C)C)=O)=NC(OC(C)C)=O.C(OC(C1C(CO)=CC=C(C)N=1)=O)(C)C.COC(=O)CNS(C1C=CC=CC=1)(=O)=O.C1(P(C2C=CC=CC=2)C2C=CC=CC=2)C=CC=CC=1. (3) Reactant: Br[C:2]1[CH:7]=[CH:6][C:5]([N:8]2[C:12](=[O:13])[CH2:11][CH:10]([C:14]3[CH:19]=[CH:18][CH:17]=[CH:16][CH:15]=3)[C:9]2=[O:20])=[CH:4][CH:3]=1.[B:21]1([B:21]2[O:25][C:24]([CH3:27])([CH3:26])[C:23]([CH3:29])([CH3:28])[O:22]2)[O:25][C:24]([CH3:27])([CH3:26])[C:23]([CH3:29])([CH3:28])[O:22]1.ClCCl.C([O-])(=O)C.[K+]. Product: [C:14]1([CH:10]2[CH2:11][C:12](=[O:13])[N:8]([C:5]3[CH:6]=[CH:7][C:2]([B:21]4[O:25][C:24]([CH3:27])([CH3:26])[C:23]([CH3:29])([CH3:28])[O:22]4)=[CH:3][CH:4]=3)[C:9]2=[O:20])[CH:19]=[CH:18][CH:17]=[CH:16][CH:15]=1. The catalyst class is: 9. (4) Reactant: [Cl:1][C:2]1[CH:10]=[CH:9][C:8]([NH:11][C:12]([CH:14]2[CH2:16][CH2:15]2)=[O:13])=[C:7]2[C:3]=1[CH2:4][N:5]([CH:18]([C:23]1[CH:28]=[CH:27][C:26]([O:29][CH:30]([F:32])[F:31])=[C:25]([O:33][CH2:34][CH3:35])[CH:24]=1)[CH2:19][C:20]([OH:22])=O)[C:6]2=[O:17].C1N=C[N:38](C(N2C=NC=C2)=O)C=1.[NH4+].[OH-]. Product: [C:20]([CH2:19][CH:18]([N:5]1[C:6](=[O:17])[C:7]2[C:3](=[C:2]([Cl:1])[CH:10]=[CH:9][C:8]=2[NH:11][C:12]([CH:14]2[CH2:15][CH2:16]2)=[O:13])[CH2:4]1)[C:23]1[CH:28]=[CH:27][C:26]([O:29][CH:30]([F:31])[F:32])=[C:25]([O:33][CH2:34][CH3:35])[CH:24]=1)(=[O:22])[NH2:38]. The catalyst class is: 1. (5) Reactant: F[C:2]1[C:7]([O:8][CH3:9])=[CH:6][CH:5]=[CH:4][C:3]=1[C:10]([F:13])([F:12])[F:11].[C:14]1([OH:20])[CH:19]=[CH:18][CH:17]=[CH:16][CH:15]=1.C(=O)([O-])[O-].[K+].[K+]. Product: [O:20]([C:2]1[C:3]([C:10]([F:13])([F:12])[F:11])=[CH:4][CH:5]=[CH:6][C:7]=1[O:8][CH3:9])[C:14]1[CH:19]=[CH:18][CH:17]=[CH:16][CH:15]=1. The catalyst class is: 16. (6) Reactant: [Br:1][C:2]1[CH:3]=[C:4]([CH:17]=[CH:18][C:19]=1[CH3:20])[C:5]([NH:7][CH:8]([C:14](=[O:16])[CH3:15])[CH2:9][C:10]([O:12][CH3:13])=[O:11])=O.OS(O)(=O)=O. Product: [Br:1][C:2]1[CH:3]=[C:4]([C:5]2[O:16][C:14]([CH3:15])=[C:8]([CH2:9][C:10]([O:12][CH3:13])=[O:11])[N:7]=2)[CH:17]=[CH:18][C:19]=1[CH3:20]. The catalyst class is: 152.